This data is from Forward reaction prediction with 1.9M reactions from USPTO patents (1976-2016). The task is: Predict the product of the given reaction. (1) The product is: [C:9]([C:11]1[CH:20]=[C:15]([C:16]([O:18][CH3:19])=[O:17])[C:14]2[O:21][C:7]([C:1]3[CH:6]=[CH:5][CH:4]=[CH:3][CH:2]=3)=[CH:8][C:13]=2[CH:12]=1)#[N:10]. Given the reactants [C:1]1([C:7]#[CH:8])[CH:6]=[CH:5][CH:4]=[CH:3][CH:2]=1.[C:9]([C:11]1[CH:12]=[C:13](I)[C:14]([OH:21])=[C:15]([CH:20]=1)[C:16]([O:18][CH3:19])=[O:17])#[N:10].C1C=CC(P(C2C=CC=CC=2)C2C=CC=CC=2)=CC=1.O, predict the reaction product. (2) Given the reactants CC(C)([O-])C.[K+].C(O)(C)(C)C.[CH3:12][O:13][C:14](=[O:20])[CH2:15][C:16](=[O:19])[CH2:17][CH3:18].Br[CH2:22][C:23]1[CH:28]=[CH:27][C:26]([Cl:29])=[CH:25][C:24]=1[F:30], predict the reaction product. The product is: [CH3:12][O:13][C:14](=[O:20])[CH:15]([CH2:22][C:23]1[CH:28]=[CH:27][C:26]([Cl:29])=[CH:25][C:24]=1[F:30])[C:16](=[O:19])[CH2:17][CH3:18]. (3) The product is: [CH:1]1([NH:6][S:10]([C:13]2[CH:14]=[C:15]([CH:19]=[CH:20][CH:21]=2)[C:16]([OH:18])=[O:17])(=[O:12])=[O:11])[CH2:5][CH2:4][CH2:3][CH2:2]1. Given the reactants [CH:1]1([NH2:6])[CH2:5][CH2:4][CH2:3][CH2:2]1.[OH-].[Na+].Cl[S:10]([C:13]1[CH:14]=[C:15]([CH:19]=[CH:20][CH:21]=1)[C:16]([OH:18])=[O:17])(=[O:12])=[O:11], predict the reaction product. (4) Given the reactants [CH2:1]([O:3][C:4]([C:6]1[CH:10]=[CH:9][NH:8][N:7]=1)=[O:5])[CH3:2].Br[C:12]1[CH:17]=[CH:16][C:15]([F:18])=[CH:14][N:13]=1, predict the reaction product. The product is: [CH2:1]([O:3][C:4]([C:6]1[CH:10]=[CH:9][N:8]([C:12]2[CH:17]=[CH:16][C:15]([F:18])=[CH:14][N:13]=2)[N:7]=1)=[O:5])[CH3:2]. (5) Given the reactants [BH4-].[Na+].[C:3]([O:7][C:8]([N:10]1[CH2:14][C@H:13]([O:15][CH2:16][C:17]2[CH:22]=[CH:21][CH:20]=[CH:19][CH:18]=2)[CH2:12][C@@H:11]1[C@@H:23]([OH:37])[C@@H:24]([N+:34]([O-])=O)[CH2:25][C:26]1[CH:31]=[C:30]([F:32])[CH:29]=[C:28]([F:33])[CH:27]=1)=[O:9])([CH3:6])([CH3:5])[CH3:4].O, predict the reaction product. The product is: [C:3]([O:7][C:8]([N:10]1[CH2:14][C@H:13]([O:15][CH2:16][C:17]2[CH:22]=[CH:21][CH:20]=[CH:19][CH:18]=2)[CH2:12][C@@H:11]1[C@@H:23]([OH:37])[C@@H:24]([NH2:34])[CH2:25][C:26]1[CH:27]=[C:28]([F:33])[CH:29]=[C:30]([F:32])[CH:31]=1)=[O:9])([CH3:6])([CH3:4])[CH3:5].